Dataset: Oral bioavailability binary classification data from Ma et al.. Task: Regression/Classification. Given a drug SMILES string, predict its absorption, distribution, metabolism, or excretion properties. Task type varies by dataset: regression for continuous measurements (e.g., permeability, clearance, half-life) or binary classification for categorical outcomes (e.g., BBB penetration, CYP inhibition). Dataset: bioavailability_ma. The compound is CCCC1O[C@@H]2C[C@H]3[C@@H]4CCC5=CC(=O)C=C[C@]5(C)[C@H]4[C@@H](O)C[C@]3(C)[C@]2(C(=O)CO)O1. The result is 0 (low bioavailability).